Dataset: Reaction yield outcomes from USPTO patents with 853,638 reactions. Task: Predict the reaction yield, written as a fraction of the theoretical maximum amount of product (1.0 means a 100% yield; for example, 0.34 means a 34% yield). (1) The reactants are [F:1][C:2]1[C:7]2=[N:8][O:9][C:10]([CH3:11])=[C:6]2[CH:5]=[C:4]([C:12]([O:14][CH3:15])=[O:13])[C:3]=1[NH:16][C:17]1[CH:22]=[CH:21][CH:20]=[CH:19][C:18]=1[F:23].[I:24]N1C(=O)CCC1=O.C(O)(C(F)(F)F)=O. The catalyst is CN(C=O)C. The product is [F:1][C:2]1[C:7]2=[N:8][O:9][C:10]([CH3:11])=[C:6]2[CH:5]=[C:4]([C:12]([O:14][CH3:15])=[O:13])[C:3]=1[NH:16][C:17]1[CH:22]=[CH:21][C:20]([I:24])=[CH:19][C:18]=1[F:23]. The yield is 0.930. (2) The product is [NH2:7][CH:8]1[CH2:13][CH2:12][CH:11]([CH2:14][NH:15][C:16]2[C:21]([N+:22]([O-:24])=[O:23])=[CH:20][N:19]=[C:18]([NH:25][CH2:26][C:27]3[CH:32]=[CH:31][CH:30]=[C:29]([Br:33])[C:28]=3[CH3:34])[N:17]=2)[CH2:10][CH2:9]1. The reactants are C(OC(=O)[NH:7][CH:8]1[CH2:13][CH2:12][CH:11]([CH2:14][NH:15][C:16]2[C:21]([N+:22]([O-:24])=[O:23])=[CH:20][N:19]=[C:18]([NH:25][CH2:26][C:27]3[CH:32]=[CH:31][CH:30]=[C:29]([Br:33])[C:28]=3[CH3:34])[N:17]=2)[CH2:10][CH2:9]1)(C)(C)C.FC(F)(F)C(O)=O. The yield is 0.660. The catalyst is ClCCl. (3) The reactants are CN(C(ON1N=NC2C=CC=CC1=2)=[N+](C)C)C.[B-](F)(F)(F)F.[CH3:23][O:24][C:25]1[CH:30]=[C:29]([CH3:31])[C:28]([S:32]([N:35]2[C:44]3[C:39](=[CH:40][CH:41]=[C:42]([CH2:45][C:46](O)=[O:47])[CH:43]=3)[CH2:38][CH2:37][CH2:36]2)(=[O:34])=[O:33])=[C:27]([CH3:49])[CH:26]=1.[CH2:50]1[C:54]2([CH2:59][CH2:58][NH:57][CH2:56][CH2:55]2)[CH2:53][CH2:52][N:51]1[C:60]([O:62][C:63]([CH3:66])([CH3:65])[CH3:64])=[O:61]. No catalyst specified. The product is [CH3:23][O:24][C:25]1[CH:26]=[C:27]([CH3:49])[C:28]([S:32]([N:35]2[C:44]3[C:39](=[CH:40][CH:41]=[C:42]([CH2:45][C:46]([N:57]4[CH2:56][CH2:55][C:54]5([CH2:50][N:51]([C:60]([O:62][C:63]([CH3:66])([CH3:65])[CH3:64])=[O:61])[CH2:52][CH2:53]5)[CH2:59][CH2:58]4)=[O:47])[CH:43]=3)[CH2:38][CH2:37][CH2:36]2)(=[O:33])=[O:34])=[C:29]([CH3:31])[CH:30]=1. The yield is 0.530. (4) The reactants are [C:1]([C:5]1[CH:14]=[CH:13][C:8]([C:9]([O:11][CH3:12])=[O:10])=[C:7]([OH:15])[CH:6]=1)([CH3:4])([CH3:3])[CH3:2].F[C:17]1[CH:22]=[CH:21][CH:20]=[C:19]([C:23]([F:26])([F:25])[F:24])[N:18]=1.C([O-])([O-])=O.[Cs+].[Cs+]. The catalyst is CN(C=O)C.O. The product is [C:1]([C:5]1[CH:14]=[CH:13][C:8]([C:9]([O:11][CH3:12])=[O:10])=[C:7]([O:15][C:17]2[CH:22]=[CH:21][CH:20]=[C:19]([C:23]([F:26])([F:25])[F:24])[N:18]=2)[CH:6]=1)([CH3:4])([CH3:2])[CH3:3]. The yield is 0.410. (5) The reactants are Br[C:2]1[CH:7]=[CH:6][C:5](/[CH:8]=[CH:9]/[C:10]2[NH:11][CH:12]=[C:13]([C:15]3[CH:20]=[CH:19][C:18]([Cl:21])=[CH:17][C:16]=3[Cl:22])[N:14]=2)=[CH:4][CH:3]=1.[CH2:23]([O:30][C:31]1[CH:36]=[CH:35][C:34](B(O)O)=[CH:33][CH:32]=1)[C:24]1[CH:29]=[CH:28][CH:27]=[CH:26][CH:25]=1. No catalyst specified. The product is [CH2:23]([O:30][C:31]1[CH:36]=[CH:35][C:34]([C:2]2[CH:7]=[CH:6][C:5](/[CH:8]=[CH:9]/[C:10]3[NH:11][CH:12]=[C:13]([C:15]4[CH:20]=[CH:19][C:18]([Cl:21])=[CH:17][C:16]=4[Cl:22])[N:14]=3)=[CH:4][CH:3]=2)=[CH:33][CH:32]=1)[C:24]1[CH:29]=[CH:28][CH:27]=[CH:26][CH:25]=1. The yield is 0.780. (6) The reactants are [CH2:1]([O:5][C:6]1[CH:7]=[C:8]([CH:11]=[CH:12][CH:13]=1)[CH:9]=O)[CH2:2][CH2:3][CH3:4].[N+:14]([CH3:17])([O-:16])=[O:15].C([O-])(=O)C.[NH4+]. The catalyst is C(O)(=O)C. The product is [CH2:1]([O:5][C:6]1[CH:13]=[CH:12][CH:11]=[C:8](/[CH:9]=[CH:17]/[N+:14]([O-:16])=[O:15])[CH:7]=1)[CH2:2][CH2:3][CH3:4]. The yield is 0.750.